Dataset: Full USPTO retrosynthesis dataset with 1.9M reactions from patents (1976-2016). Task: Predict the reactants needed to synthesize the given product. (1) Given the product [N:1]1([CH2:5][CH2:6][O:7][C:8]2[CH:9]=[C:10]3[C:14](=[CH:15][CH:16]=2)[N:13]([C:17]2[CH:22]=[CH:21][CH:20]=[C:19]([C:28]#[C:27][C@:29]4([OH:36])[CH2:33][CH2:32][N:31]([CH3:34])[C:30]4=[O:35])[CH:18]=2)[N:12]=[C:11]3[C:24]([NH2:26])=[O:25])[CH2:4][CH2:3][CH2:2]1, predict the reactants needed to synthesize it. The reactants are: [N:1]1([CH2:5][CH2:6][O:7][C:8]2[CH:9]=[C:10]3[C:14](=[CH:15][CH:16]=2)[N:13]([C:17]2[CH:22]=[CH:21][CH:20]=[C:19](I)[CH:18]=2)[N:12]=[C:11]3[C:24]([NH2:26])=[O:25])[CH2:4][CH2:3][CH2:2]1.[C:27]([C@:29]1([OH:36])[CH2:33][CH2:32][N:31]([CH3:34])[C:30]1=[O:35])#[CH:28]. (2) Given the product [CH3:1][N:2]([CH3:32])[C:3]1[CH:8]=[CH:7][C:6]([CH2:9][N:10]([C:23]2[CH:28]=[CH:27][C:26]([CH:29]([CH3:31])[CH3:30])=[CH:25][CH:24]=2)[C:11]([CH:13]2[C:22]3[C:17](=[CH:18][CH:19]=[CH:20][CH:21]=3)[CH2:16][CH2:15][CH2:14]2)=[S:42])=[CH:5][CH:4]=1, predict the reactants needed to synthesize it. The reactants are: [CH3:1][N:2]([CH3:32])[C:3]1[CH:8]=[CH:7][C:6]([CH2:9][N:10]([C:23]2[CH:28]=[CH:27][C:26]([CH:29]([CH3:31])[CH3:30])=[CH:25][CH:24]=2)[C:11]([CH:13]2[C:22]3[C:17](=[CH:18][CH:19]=[CH:20][CH:21]=3)[CH2:16][CH2:15][CH2:14]2)=O)=[CH:5][CH:4]=1.COC1C=CC(P2(SP(C3C=CC(OC)=CC=3)(=S)S2)=[S:42])=CC=1. (3) Given the product [Cl:1][C:2]1[CH:3]=[C:4]2[C:9](=[CH:10][CH:11]=1)[CH:8]=[C:7]([S:12]([CH2:15][CH2:16][CH2:17][CH2:18][C:19]([N:52]1[CH2:53][CH2:54][N:49]([C:46]3[CH:47]=[CH:48][N:43]=[CH:44][CH:45]=3)[CH2:50][CH2:51]1)=[O:21])(=[O:13])=[O:14])[CH:6]=[CH:5]2, predict the reactants needed to synthesize it. The reactants are: [Cl:1][C:2]1[CH:3]=[C:4]2[C:9](=[CH:10][CH:11]=1)[CH:8]=[C:7]([S:12]([CH2:15][CH2:16][CH2:17][CH2:18][C:19]([O-:21])=O)(=[O:14])=[O:13])[CH:6]=[CH:5]2.C1C=CC2N(O)N=NC=2C=1.CCN=C=NCCCN(C)C.[N:43]1[CH:48]=[CH:47][C:46]([N:49]2[CH2:54][CH2:53][NH:52][CH2:51][CH2:50]2)=[CH:45][CH:44]=1. (4) Given the product [CH2:4]([O:6][C:7](=[O:10])[CH2:8][S:9][C:12]([Cl:11])=[O:14])[CH3:5], predict the reactants needed to synthesize it. The reactants are: C(=O)=O.[CH2:4]([O:6][C:7](=[O:10])[CH2:8][SH:9])[CH3:5].[Cl:11][C:12](Cl)([O:14]C(=O)OC(Cl)(Cl)Cl)Cl.[OH-].[Na+]. (5) Given the product [Cl:1][C:2]1[CH:7]=[C:6]([Cl:8])[CH:5]=[CH:4][C:3]=1[CH2:9][CH2:10][CH2:11][O:12][C:13]1[C:14]2[N:15]([C:19]([CH2:24][NH:25][CH3:26])=[C:20]([CH3:22])[N:21]=2)[CH:16]=[CH:17][CH:18]=1, predict the reactants needed to synthesize it. The reactants are: [Cl:1][C:2]1[CH:7]=[C:6]([Cl:8])[CH:5]=[CH:4][C:3]=1[CH2:9][CH2:10][CH2:11][O:12][C:13]1[C:14]2[N:15]([CH:19]=[C:20]([CH3:22])[N:21]=2)[CH:16]=[CH:17][CH:18]=1.Cl.[CH3:24][NH:25][CH3:26].C=O. (6) Given the product [Br:11][C:12]1[CH:17]=[CH:16][CH:15]=[CH:14][C:13]=1[CH2:18][C:20]1[CH:21]=[C:22]([O:26][CH3:27])[CH:23]=[CH:24][CH:25]=1, predict the reactants needed to synthesize it. The reactants are: [H-].[H-].[H-].[H-].[Li+].[Al+3].[Al+3].[Cl-].[Cl-].[Cl-].[Br:11][C:12]1[CH:17]=[CH:16][CH:15]=[CH:14][C:13]=1[CH:18]([C:20]1[CH:25]=[CH:24][CH:23]=[C:22]([O:26][CH3:27])[CH:21]=1)O.CCOC(C)=O.